This data is from Forward reaction prediction with 1.9M reactions from USPTO patents (1976-2016). The task is: Predict the product of the given reaction. (1) Given the reactants [CH2:1]([C@H:8]1[CH2:12][O:11][C:10](=[O:13])[N:9]1[C:14]([C@H:16]([CH2:25][CH2:26][OH:27])[CH2:17][C:18]([O:20][C:21]([CH3:24])([CH3:23])[CH3:22])=[O:19])=[O:15])[C:2]1[CH:7]=[CH:6][CH:5]=[CH:4][CH:3]=1.CN(C=O)C.N1C=CN=C1.[C:38]([Si:42](Cl)([C:49]1[CH:54]=[CH:53][CH:52]=[CH:51][CH:50]=1)[C:43]1[CH:48]=[CH:47][CH:46]=[CH:45][CH:44]=1)([CH3:41])([CH3:40])[CH3:39], predict the reaction product. The product is: [CH2:1]([C@H:8]1[CH2:12][O:11][C:10](=[O:13])[N:9]1[C:14]([C@H:16]([CH2:25][CH2:26][O:27][Si:42]([C:38]([CH3:41])([CH3:40])[CH3:39])([C:49]1[CH:50]=[CH:51][CH:52]=[CH:53][CH:54]=1)[C:43]1[CH:48]=[CH:47][CH:46]=[CH:45][CH:44]=1)[CH2:17][C:18]([O:20][C:21]([CH3:23])([CH3:22])[CH3:24])=[O:19])=[O:15])[C:2]1[CH:3]=[CH:4][CH:5]=[CH:6][CH:7]=1. (2) Given the reactants [I:1]N1C(=O)CCC1=O.[F-].[K+].[Cl:11][C:12]1[CH:17]=[CH:16][N:15]=[C:14]2[CH:18]=[C:19]([Si](C)(C)C)[O:20][C:13]=12, predict the reaction product. The product is: [Cl:11][C:12]1[CH:17]=[CH:16][N:15]=[C:14]2[CH:18]=[C:19]([I:1])[O:20][C:13]=12. (3) Given the reactants [CH2:1]([O:4][C:5]1([CH3:36])[CH2:10][CH2:9][N:8]([C:11]2[N:16]3[CH:17]=[C:18]([C:20]([O:22]CC)=[O:21])[N:19]=[C:15]3[CH:14]=[C:13]([CH3:25])[C:12]=2[C@H:26]([O:31][C:32]([CH3:35])([CH3:34])[CH3:33])[C:27]([O:29][CH3:30])=[O:28])[CH2:7][CH2:6]1)[CH:2]=[CH2:3].[OH-].[Na+], predict the reaction product. The product is: [CH2:1]([O:4][C:5]1([CH3:36])[CH2:10][CH2:9][N:8]([C:11]2[N:16]3[CH:17]=[C:18]([C:20]([OH:22])=[O:21])[N:19]=[C:15]3[CH:14]=[C:13]([CH3:25])[C:12]=2[C@H:26]([O:31][C:32]([CH3:35])([CH3:34])[CH3:33])[C:27]([O:29][CH3:30])=[O:28])[CH2:7][CH2:6]1)[CH:2]=[CH2:3]. (4) Given the reactants [CH3:1][O:2][C:3]1[CH:12]=[C:11]2[C:6]([C:7]([O:13][CH2:14][C:15]3[N:19]4[N:20]=[C:21]([C:24]5[S:28][C:27]([C:29]([OH:31])=O)=[CH:26][CH:25]=5)[CH:22]=[CH:23][C:18]4=[N:17][N:16]=3)=[CH:8][CH:9]=[N:10]2)=[CH:5][CH:4]=1.S(Cl)([Cl:34])=O, predict the reaction product. The product is: [CH3:1][O:2][C:3]1[CH:12]=[C:11]2[C:6]([C:7]([O:13][CH2:14][C:15]3[N:19]4[N:20]=[C:21]([C:24]5[S:28][C:27]([C:29]([Cl:34])=[O:31])=[CH:26][CH:25]=5)[CH:22]=[CH:23][C:18]4=[N:17][N:16]=3)=[CH:8][CH:9]=[N:10]2)=[CH:5][CH:4]=1.